This data is from Reaction yield outcomes from USPTO patents with 853,638 reactions. The task is: Predict the reaction yield, written as a fraction of the theoretical maximum amount of product (1.0 means a 100% yield; for example, 0.34 means a 34% yield). (1) The reactants are [Cl-].[CH3:2][C@H:3]1[CH2:5][C@@H:4]1[C@@H:6]([NH3+:8])[CH3:7].Cl[C:10]1[CH:15]=[C:14]([C:16]2[O:17][C:18]([C@@:21]([NH:30][C:31](=[O:37])[O:32][C:33]([CH3:36])([CH3:35])[CH3:34])([CH3:29])[CH2:22][C:23]3[CH:28]=[CH:27][CH:26]=[CH:25][CH:24]=3)=[CH:19][N:20]=2)[CH:13]=[C:12]([N:38]([CH3:43])[S:39]([CH3:42])(=[O:41])=[O:40])[N:11]=1.[O-]P([O-])([O-])=O.[K+].[K+].[K+]. The catalyst is CN(C=O)C.CC(C)([P](C(C)(C)C)([Pd][P](C(C)(C)C)(C(C)(C)C)C(C)(C)C)C(C)(C)C)C. The product is [CH3:29][C@:21]([NH:30][C:31](=[O:37])[O:32][C:33]([CH3:36])([CH3:35])[CH3:34])([C:18]1[O:17][C:16]([C:14]2[CH:13]=[C:12]([N:38]([CH3:43])[S:39]([CH3:42])(=[O:41])=[O:40])[N:11]=[C:10]([NH:8][C@H:6]([C@H:4]3[CH2:5][C@@H:3]3[CH3:2])[CH3:7])[CH:15]=2)=[N:20][CH:19]=1)[CH2:22][C:23]1[CH:24]=[CH:25][CH:26]=[CH:27][CH:28]=1. The yield is 0.500. (2) The reactants are C([O:4][C:5]1[CH:14]=[C:13]2[C:8]([C:9](=O)[NH:10][CH:11]=[N:12]2)=[CH:7][C:6]=1[O:16][CH3:17])(=O)C.S(Cl)([Cl:20])=O. The catalyst is CN(C)C=O. The product is [Cl:20][C:9]1[C:8]2[C:13](=[CH:14][C:5]([OH:4])=[C:6]([O:16][CH3:17])[CH:7]=2)[N:12]=[CH:11][N:10]=1. The yield is 0.750. (3) The reactants are [NH2:1][C@@H:2]([CH2:34][C:35]1[CH:40]=[CH:39][CH:38]=[CH:37][CH:36]=1)[C@@H:3]([OH:33])[CH2:4][C@@H:5]([NH:20][C:21]([C@@H:23]([NH:28][C:29](=[O:32])[O:30][CH3:31])[C:24]([CH3:27])([CH3:26])[CH3:25])=[O:22])[CH2:6][C:7]1[CH:12]=[CH:11][C:10]([C:13]2[CH:18]=[CH:17][C:16]([CH3:19])=[CH:15][N:14]=2)=[CH:9][CH:8]=1.[CH2:41]([N:48]1[CH2:52][CH2:51][N:50]([C@@H:53]([C:57]([CH3:60])([CH3:59])[CH3:58])[C:54](O)=[O:55])[C:49]1=[O:61])[C:42]1[CH:47]=[CH:46][CH:45]=[CH:44][CH:43]=1.CCOP(ON1N=NC2C=CC=CC=2C1=O)(OCC)=O.C(N(CC)C(C)C)(C)C. The catalyst is C1COCC1. The product is [CH2:41]([N:48]1[CH2:52][CH2:51][N:50]([C@@H:53]([C:57]([CH3:59])([CH3:58])[CH3:60])[C:54]([NH:1][C@@H:2]([CH2:34][C:35]2[CH:36]=[CH:37][CH:38]=[CH:39][CH:40]=2)[C@@H:3]([OH:33])[CH2:4][C@@H:5]([NH:20][C:21]([C@@H:23]([NH:28][C:29](=[O:32])[O:30][CH3:31])[C:24]([CH3:27])([CH3:26])[CH3:25])=[O:22])[CH2:6][C:7]2[CH:12]=[CH:11][C:10]([C:13]3[CH:18]=[CH:17][C:16]([CH3:19])=[CH:15][N:14]=3)=[CH:9][CH:8]=2)=[O:55])[C:49]1=[O:61])[C:42]1[CH:43]=[CH:44][CH:45]=[CH:46][CH:47]=1. The yield is 0.480. (4) The reactants are [Cl:1][C:2]1[CH:3]=[CH:4][C:5]([S:9][CH3:10])=[C:6]([NH2:8])[CH:7]=1.[O:11]1[CH:15]=[CH:14][CH:13]=[C:12]1[S:16](Cl)(=[O:18])=[O:17]. No catalyst specified. The product is [Cl:1][C:2]1[CH:3]=[CH:4][C:5]([S:9][CH3:10])=[C:6]([NH:8][S:16]([C:12]2[O:11][CH:15]=[CH:14][CH:13]=2)(=[O:18])=[O:17])[CH:7]=1. The yield is 0.470. (5) The reactants are [NH2:1][C:2]1[S:3][C:4]([C:8]([NH:10][CH2:11][C:12]2[CH:13]=[N:14][CH:15]=[CH:16][CH:17]=2)=[O:9])=[C:5]([CH3:7])[N:6]=1.[C:18](N1C=CN=C1)(N1C=CN=C1)=[O:19].[F:30][C:31]1[CH:45]=[CH:44][C:34]([CH2:35][CH2:36][NH:37][CH2:38][CH:39]([O:42][CH3:43])[O:40][CH3:41])=[CH:33][CH:32]=1. The catalyst is O1CCCC1. The product is [CH3:43][O:42][CH:39]([O:40][CH3:41])[CH2:38][N:37]([CH2:36][CH2:35][C:34]1[CH:33]=[CH:32][C:31]([F:30])=[CH:45][CH:44]=1)[C:18](=[O:19])[NH:1][C:2]1[S:3][C:4]([C:8]([NH:10][CH2:11][C:12]2[CH:13]=[N:14][CH:15]=[CH:16][CH:17]=2)=[O:9])=[C:5]([CH3:7])[N:6]=1. The yield is 0.190. (6) The reactants are [CH2:1]([O:3][C:4]1[C:5]([OH:14])=[C:6]([CH:9]=[C:10]([CH:12]=O)[CH:11]=1)[C:7]#[N:8])[CH3:2].[C:15]1([C:21](=O)[CH2:22][C:23]2[CH:27]=[CH:26][S:25][CH:24]=2)[CH:20]=[CH:19][CH:18]=[CH:17][CH:16]=1.[NH2:29][C:30]([NH2:32])=[O:31].Cl. The catalyst is C(O)C. The product is [CH2:1]([O:3][C:4]1[C:5]([OH:14])=[C:6]([CH:9]=[C:10]([CH:12]2[C:22]([C:23]3[CH:27]=[CH:26][S:25][CH:24]=3)=[C:21]([C:15]3[CH:20]=[CH:19][CH:18]=[CH:17][CH:16]=3)[NH:32][C:30](=[O:31])[NH:29]2)[CH:11]=1)[C:7]#[N:8])[CH3:2]. The yield is 0.120. (7) The reactants are [Cl:1][C:2]1[CH:7]=[CH:6][CH:5]=[CH:4][C:3]=1[C:8]1[CH:13]=[CH:12][C:11]([CH2:14][NH:15][CH3:16])=[CH:10][CH:9]=1.[Cl:17][C:18]1[CH:23]=[CH:22][C:21]([CH:24]2[CH2:26][O:25]2)=[CH:20][CH:19]=1. No catalyst specified. The product is [Cl:17][C:18]1[CH:23]=[CH:22][C:21]([CH:24]([CH2:26][N:15]([CH2:14][C:11]2[CH:12]=[CH:13][C:8]([C:3]3[CH:4]=[CH:5][CH:6]=[CH:7][C:2]=3[Cl:1])=[CH:9][CH:10]=2)[CH3:16])[OH:25])=[CH:20][CH:19]=1. The yield is 0.300.